Dataset: Forward reaction prediction with 1.9M reactions from USPTO patents (1976-2016). Task: Predict the product of the given reaction. (1) Given the reactants [CH:1]1([C:4]2[NH:5][C:6]3[C:11]([CH:12]=2)=[C:10]([C:13]([F:16])([F:15])[F:14])[C:9]([C:17]#[N:18])=[CH:8][CH:7]=3)[CH2:3][CH2:2]1.Cl[CH2:20][C:21]1[N:25]=[C:24]([C:26]2[CH:31]=[C:30]([F:32])[CH:29]=[C:28]([F:33])[CH:27]=2)[O:23][N:22]=1, predict the reaction product. The product is: [CH:1]1([C:4]2[N:5]([CH2:20][C:21]3[N:25]=[C:24]([C:26]4[CH:31]=[C:30]([F:32])[CH:29]=[C:28]([F:33])[CH:27]=4)[O:23][N:22]=3)[C:6]3[C:11]([CH:12]=2)=[C:10]([C:13]([F:14])([F:15])[F:16])[C:9]([C:17]#[N:18])=[CH:8][CH:7]=3)[CH2:2][CH2:3]1. (2) The product is: [O:11]1[CH2:10][CH2:9][N:4]([C:5]([O:6][CH3:7])=[O:8])[NH:3][CH2:12]1. Given the reactants C=O.[NH2:3][N:4]([CH2:9][CH2:10][OH:11])[C:5](=[O:8])[O:6][CH3:7].[C:12]1(C)C=CC(S(O)(=O)=O)=CC=1.S([O-])([O-])(=O)=O.[Mg+2], predict the reaction product. (3) Given the reactants C([O:3][C:4]([C:6]1[C:7]([CH2:12][O:13][C:14]([CH3:17])([CH3:16])[CH3:15])=[N:8][NH:9][C:10]=1[CH3:11])=[O:5])C.[OH-].[Na+], predict the reaction product. The product is: [C:14]([O:13][CH2:12][C:7]1[C:6]([C:4]([OH:5])=[O:3])=[C:10]([CH3:11])[NH:9][N:8]=1)([CH3:17])([CH3:16])[CH3:15]. (4) Given the reactants Cl.[CH:2]1([CH2:5][N:6]([CH2:36][CH:37]2[CH2:42][CH2:41][O:40][CH2:39][CH2:38]2)[C:7]2[C:8]([CH2:34][CH3:35])=[N:9][N:10]3[C:15]([C:16]4[C:21]([O:22][CH3:23])=[CH:20][C:19]([CH2:24][O:25]C5CCCCO5)=[CH:18][C:17]=4[O:32][CH3:33])=[CH:14][CH:13]=[CH:12][C:11]=23)[CH2:4][CH2:3]1, predict the reaction product. The product is: [CH:2]1([CH2:5][N:6]([CH2:36][CH:37]2[CH2:42][CH2:41][O:40][CH2:39][CH2:38]2)[C:7]2[C:8]([CH2:34][CH3:35])=[N:9][N:10]3[C:15]([C:16]4[C:17]([O:32][CH3:33])=[CH:18][C:19]([CH2:24][OH:25])=[CH:20][C:21]=4[O:22][CH3:23])=[CH:14][CH:13]=[CH:12][C:11]=23)[CH2:4][CH2:3]1.